This data is from Catalyst prediction with 721,799 reactions and 888 catalyst types from USPTO. The task is: Predict which catalyst facilitates the given reaction. (1) Reactant: [CH2:1]([O:3][CH2:4][C@H:5]([NH:26][C:27](=[O:33])[O:28][C:29]([CH3:32])([CH3:31])[CH3:30])[CH2:6][NH:7][C:8]1[N:13]=[C:12]([NH:14][C:15]2[CH:16]=[C:17]([CH3:21])[CH:18]=[CH:19][CH:20]=2)[C:11]2[C:22](=[O:25])[NH:23][CH2:24][C:10]=2[CH:9]=1)[CH3:2].[B-](F)(F)(F)[F:35].[B-](F)(F)(F)F.C1[N+]2(CCl)CC[N+](F)(CC2)C1. Product: [CH2:1]([O:3][CH2:4][C@H:5]([NH:26][C:27](=[O:33])[O:28][C:29]([CH3:32])([CH3:31])[CH3:30])[CH2:6][NH:7][C:8]1[N:13]=[C:12]([NH:14][C:15]2[CH:16]=[C:17]([CH3:21])[CH:18]=[CH:19][CH:20]=2)[C:11]2[C:22](=[O:25])[NH:23][CH2:24][C:10]=2[C:9]=1[F:35])[CH3:2]. The catalyst class is: 91. (2) Reactant: CC([O-])(C)C.[K+].[N+:7]([CH3:10])([O-:9])=[O:8].[O:11]=[C:12]1[C:21]2[C:16](=[CH:17][CH:18]=[CH:19][CH:20]=2)[CH2:15][CH2:14][N:13]1[CH:22]([C:35](=[O:37])C)[CH:23]([NH:31][C:32]([CH3:34])=[O:33])[C:24]([O:26][C:27]([CH3:30])([CH3:29])[CH3:28])=[O:25]. Product: [O:11]=[C:12]1[C:21]2[C:16](=[CH:17][CH:18]=[CH:19][CH:20]=2)[CH2:15][CH2:14][N:13]1[CH:22]([CH:35]([OH:37])[CH2:10][N+:7]([O-:9])=[O:8])[CH:23]([NH:31][C:32]([CH3:34])=[O:33])[C:24]([O:26][C:27]([CH3:30])([CH3:29])[CH3:28])=[O:25]. The catalyst class is: 9. (3) Product: [CH3:1][Si:2]([CH3:9])([CH3:8])[CH2:3][CH2:4][O:5][CH2:6][N:10]1[C:14]2[CH:15]=[CH:16][CH:17]=[CH:18][C:13]=2[N:12]=[C:11]1[CH:31]=[O:32]. Reactant: [CH3:1][Si:2]([CH3:9])([CH3:8])[CH2:3][CH2:4][O:5][CH2:6]Cl.[N:10]1[C:14]2[CH:15]=[CH:16][CH:17]=[CH:18][C:13]=2[NH:12][CH:11]=1.CCN(C(C)C)C(C)C.CN([CH:31]=[O:32])C. The catalyst class is: 25. (4) Reactant: [Cl:1][C:2]1[N:6]([C:7]2[N:12]=[C:11](Cl)[N:10]=[C:9]([CH3:14])[N:8]=2)[C:5]2[CH:15]=[CH:16][CH:17]=[CH:18][C:4]=2[N:3]=1.[CH:19]1([CH2:22][NH2:23])[CH2:21][CH2:20]1. Product: [Cl:1][C:2]1[N:6]([C:7]2[N:8]=[C:9]([CH3:14])[N:10]=[C:11]([NH:23][CH2:22][CH:19]3[CH2:21][CH2:20]3)[N:12]=2)[C:5]2[CH:15]=[CH:16][CH:17]=[CH:18][C:4]=2[N:3]=1. The catalyst class is: 5. (5) Reactant: Br[N:2]1[C:10]2[C:5](=[CH:6][CH:7]=[CH:8][CH:9]=2)[CH:4]=[C:3]1[C:11]1[C:16]([F:17])=[CH:15][CH:14]=[CH:13][C:12]=1[F:18].[CH3:19][N:20]1[CH:24]=[CH:23][C:22](B(O)O)([C:25]([F:28])([F:27])[F:26])[NH:21]1.C([O-])([O-])=O.[Na+].[Na+]. Product: [F:18][C:12]1[CH:13]=[CH:14][CH:15]=[C:16]([F:17])[C:11]=1[C:3]1[NH:2][C:10]2[C:5]([CH:4]=1)=[CH:6][C:7]([C:24]1[N:20]([CH3:19])[N:21]=[C:22]([C:25]([F:28])([F:27])[F:26])[CH:23]=1)=[CH:8][CH:9]=2. The catalyst class is: 3. (6) Reactant: OCCC1C=CC([NH2:8])=CC=1C(F)(F)F.N1C(C)=CC=CC=1C.Cl[C:24]([O:26][CH2:27][C:28]1[CH:33]=[CH:32][CH:31]=[CH:30][CH:29]=1)=[O:25]. Product: [CH2:27]([O:26][C:24](=[O:25])[NH2:8])[C:28]1[CH:33]=[CH:32][CH:31]=[CH:30][CH:29]=1. The catalyst class is: 2. (7) The catalyst class is: 20. Reactant: [CH3:1][O:2][C:3]1[CH:4]=[N:5][C:6]2[C:11]([CH:12]=1)=[CH:10][C:9]([CH:13]([CH3:17])[C:14](O)=[O:15])=[CH:8][CH:7]=2.C(N(CC)CC)C.ClC(OCC)=O.[N-:31]=[N+:32]=[N-:33].[Na+]. Product: [CH3:1][O:2][C:3]1[CH:4]=[N:5][C:6]2[C:11]([CH:12]=1)=[CH:10][C:9]([CH:13]([CH3:17])[C:14]([N:31]=[N+:32]=[N-:33])=[O:15])=[CH:8][CH:7]=2. (8) Reactant: Br[C:2]1[CH:3]=[C:4]2[CH2:10][CH2:9][N:8]([Si:11]([C:14]([CH3:17])([CH3:16])[CH3:15])([CH3:13])[CH3:12])[C:5]2=[N:6][CH:7]=1.[Li][C:19](C)(C)C.CCCCC.CI. Product: [C:14]([Si:11]([CH3:13])([CH3:12])[N:8]1[C:5]2=[N:6][CH:7]=[C:2]([CH3:19])[CH:3]=[C:4]2[CH2:10][CH2:9]1)([CH3:17])([CH3:16])[CH3:15]. The catalyst class is: 28.